From a dataset of Full USPTO retrosynthesis dataset with 1.9M reactions from patents (1976-2016). Predict the reactants needed to synthesize the given product. (1) Given the product [NH2:19][CH2:18][C:15]1[CH:16]=[C:17]2[C:12]([CH2:11][CH2:10][CH:9]([NH:20][C:21](=[O:27])[O:22][C:23]([CH3:25])([CH3:24])[CH3:26])[CH:8]2[CH2:1][C:2]2[CH:3]=[CH:4][CH:5]=[CH:6][CH:7]=2)=[CH:13][CH:14]=1, predict the reactants needed to synthesize it. The reactants are: [CH2:1]([CH:8]1[C:17]2[C:12](=[CH:13][CH:14]=[C:15]([C:18]#[N:19])[CH:16]=2)[CH2:11][CH2:10][CH:9]1[NH:20][C:21](=[O:27])[O:22][C:23]([CH3:26])([CH3:25])[CH3:24])[C:2]1[CH:7]=[CH:6][CH:5]=[CH:4][CH:3]=1. (2) Given the product [F:24][C:22]1[CH:23]=[C:18]([C:8]2([C:16]3[CH:11]=[CH:12][CH:13]=[C:14]([C:29]4[CH:30]=[N:25][CH:26]=[N:27][CH:28]=4)[CH:15]=3)[C:4]3[C:3](=[CH:2][CH:7]=[CH:6][CH:5]=3)[C:10]([NH2:17])=[N:9]2)[CH:19]=[N:20][CH:21]=1, predict the reactants needed to synthesize it. The reactants are: Br[C:2]1[CH:3]=[C:4]([C:8]2([C:18]3[CH:19]=[N:20][CH:21]=[C:22]([F:24])[CH:23]=3)[C:16]3[C:11](=[CH:12][CH:13]=[CH:14][CH:15]=3)[C:10]([NH2:17])=[N:9]2)[CH:5]=[CH:6][CH:7]=1.[N:25]1[CH:30]=[C:29](B(O)O)[CH:28]=[N:27][CH:26]=1.